Dataset: Full USPTO retrosynthesis dataset with 1.9M reactions from patents (1976-2016). Task: Predict the reactants needed to synthesize the given product. (1) Given the product [Cl:1][C:2]1[S:6][C:5]([C:7]([Cl:13])=[O:9])=[CH:4][CH:3]=1, predict the reactants needed to synthesize it. The reactants are: [Cl:1][C:2]1[S:6][C:5]([C:7]([OH:9])=O)=[CH:4][CH:3]=1.C(Cl)(=O)C([Cl:13])=O. (2) Given the product [C:1]([O:5][C:6](=[O:42])[N:7]([C:17]1[C:18]([C:24]([C:26]2[C:27]3[CH:34]=[CH:33][N:32]([Si:35]([C:38]([CH3:41])([CH3:40])[CH3:39])([CH3:36])[CH3:37])[C:28]=3[N:29]=[CH:30][CH:31]=2)=[O:25])=[N:19][CH:20]=[C:21]([Cl:23])[CH:22]=1)[CH2:8][C:9]1[CH:14]=[CH:13][C:12]([O:15][CH3:16])=[CH:11][CH:10]=1)([CH3:2])([CH3:4])[CH3:3], predict the reactants needed to synthesize it. The reactants are: [C:1]([O:5][C:6](=[O:42])[N:7]([C:17]1[C:18]([CH:24]([C:26]2[CH:31]=[CH:30][N:29]=[C:28]3[N:32]([Si:35]([C:38]([CH3:41])([CH3:40])[CH3:39])([CH3:37])[CH3:36])[CH:33]=[CH:34][C:27]=23)[OH:25])=[N:19][CH:20]=[C:21]([Cl:23])[CH:22]=1)[CH2:8][C:9]1[CH:14]=[CH:13][C:12]([O:15][CH3:16])=[CH:11][CH:10]=1)([CH3:4])([CH3:3])[CH3:2].CC(OI1(OC(C)=O)(OC(C)=O)OC(=O)C2C=CC=CC1=2)=O.C(=O)(O)[O-].[Na+].S([O-])([O-])(=O)=S.[Na+].[Na+].